This data is from Full USPTO retrosynthesis dataset with 1.9M reactions from patents (1976-2016). The task is: Predict the reactants needed to synthesize the given product. (1) The reactants are: [H-].[Na+].[CH:3]1([S:6]([NH2:9])(=[O:8])=[O:7])[CH2:5][CH2:4]1.[CH3:10][C:11]1([CH3:36])[CH2:20][C:19]2[C:14](=[CH:15][CH:16]=[C:17]([C:21](O)=[O:22])[CH:18]=2)[NH:13][CH:12]1[C:24]1[CH:29]=[CH:28][CH:27]=[C:26]([N:30]2[CH2:34][CH2:33][O:32][C:31]2=[O:35])[CH:25]=1.C(N1C=CN=C1)(N1C=CN=C1)=O. Given the product [CH3:10][C:11]1([CH3:36])[CH2:20][C:19]2[C:14](=[CH:15][CH:16]=[C:17]([C:21]([NH:9][S:6]([CH:3]3[CH2:5][CH2:4]3)(=[O:8])=[O:7])=[O:22])[CH:18]=2)[NH:13][CH:12]1[C:24]1[CH:29]=[CH:28][CH:27]=[C:26]([N:30]2[CH2:34][CH2:33][O:32][C:31]2=[O:35])[CH:25]=1, predict the reactants needed to synthesize it. (2) Given the product [CH2:13]([N:20]([C:50]([O:52][C:53]([CH3:56])([CH3:55])[CH3:54])=[O:51])[NH:21][C:22](=[O:49])[C:23](=[O:48])[CH:24]([NH:32][C:33]([C@H:35]1[CH2:39][CH2:38][C:37](=[O:40])[N:36]1[CH2:41][C:42]1[CH:43]=[CH:44][CH:45]=[CH:46][CH:47]=1)=[O:34])[CH2:25][C:26]1[CH:31]=[CH:30][CH:29]=[CH:28][CH:27]=1)[C:14]1[CH:19]=[CH:18][CH:17]=[CH:16][CH:15]=1, predict the reactants needed to synthesize it. The reactants are: I(C1C=CC=CC=1C(O)=O)(=O)=O.[CH2:13]([N:20]([C:50]([O:52][C:53]([CH3:56])([CH3:55])[CH3:54])=[O:51])[NH:21][C:22](=[O:49])[CH:23]([OH:48])[CH:24]([NH:32][C:33]([C@H:35]1[CH2:39][CH2:38][C:37](=[O:40])[N:36]1[CH2:41][C:42]1[CH:47]=[CH:46][CH:45]=[CH:44][CH:43]=1)=[O:34])[CH2:25][C:26]1[CH:31]=[CH:30][CH:29]=[CH:28][CH:27]=1)[C:14]1[CH:19]=[CH:18][CH:17]=[CH:16][CH:15]=1.C([O-])(O)=O.[Na+].O.